This data is from Forward reaction prediction with 1.9M reactions from USPTO patents (1976-2016). The task is: Predict the product of the given reaction. (1) The product is: [C:1]([O:5][C:6](=[O:13])[N:7]([CH2:19][C:18]1[CH:21]=[CH:22][C:15]([Cl:14])=[CH:16][CH:17]=1)[N:8]1[CH:12]=[CH:11][CH:10]=[CH:9]1)([CH3:4])([CH3:2])[CH3:3]. Given the reactants [C:1]([O:5][C:6](=[O:13])[NH:7][N:8]1[CH:12]=[CH:11][CH:10]=[CH:9]1)([CH3:4])([CH3:3])[CH3:2].[Cl:14][C:15]1[CH:22]=[CH:21][C:18]([CH2:19]Cl)=[CH:17][CH:16]=1.[H-].[Na+], predict the reaction product. (2) Given the reactants [Cl:1][C:2]1[CH:10]=[C:9]2[C:5]([CH2:6][C:7](=[O:11])[NH:8]2)=[CH:4][CH:3]=1.[Cl:12][C:13]1[CH:14]=[CH:15][C:16]([O:21][C:22]2[N:27]=[CH:26][CH:25]=[CH:24][N:23]=2)=[C:17]([CH:20]=1)[CH:18]=O.N1CCCC1, predict the reaction product. The product is: [Cl:1][C:2]1[CH:10]=[C:9]2[C:5](/[C:6](=[CH:18]/[C:17]3[CH:20]=[C:13]([Cl:12])[CH:14]=[CH:15][C:16]=3[O:21][C:22]3[N:23]=[CH:24][CH:25]=[CH:26][N:27]=3)/[C:7](=[O:11])[NH:8]2)=[CH:4][CH:3]=1. (3) Given the reactants C1C=C(Cl)C=C(C(OO)=O)C=1.[Cl:12][C:13]1[CH:18]=[CH:17][CH:16]=[C:15]([Cl:19])[C:14]=1[N:20]1[CH:31]=[C:30]([C:32]#[C:33][CH2:34][NH:35][C:36](=[O:42])[O:37][C:38]([CH3:41])([CH3:40])[CH3:39])[C:23]2[N:24]=[C:25](SC)[N:26]=[CH:27][C:22]=2[C:21]1=[O:43].CCN(C(C)C)C(C)C.[O:53]1[CH2:58][CH2:57][N:56]([C:59]2[CH:65]=[CH:64][C:62]([NH2:63])=[CH:61][CH:60]=2)[CH2:55][CH2:54]1, predict the reaction product. The product is: [Cl:12][C:13]1[CH:18]=[CH:17][CH:16]=[C:15]([Cl:19])[C:14]=1[N:20]1[CH:31]=[C:30]([C:32]#[C:33][CH2:34][NH:35][C:36](=[O:42])[O:37][C:38]([CH3:41])([CH3:40])[CH3:39])[C:23]2[N:24]=[C:25]([NH:63][C:62]3[CH:61]=[CH:60][C:59]([N:56]4[CH2:57][CH2:58][O:53][CH2:54][CH2:55]4)=[CH:65][CH:64]=3)[N:26]=[CH:27][C:22]=2[C:21]1=[O:43].